This data is from Forward reaction prediction with 1.9M reactions from USPTO patents (1976-2016). The task is: Predict the product of the given reaction. Given the reactants [NH2:1][C:2]1[CH:7]=[C:6](Cl)[N:5]=[C:4]([C:9]#[N:10])[C:3]=1[N+:11]([O-:13])=[O:12].[CH2:14]([O:16][C:17]1[CH:22]=[CH:21][C:20](B(O)O)=[CH:19][C:18]=1[C:26]([F:29])([F:28])[F:27])[CH3:15].C(=O)([O-])[O-].[K+].[K+].C1COCC1, predict the reaction product. The product is: [NH2:1][C:2]1[CH:7]=[C:6]([C:20]2[CH:21]=[CH:22][C:17]([O:16][CH2:14][CH3:15])=[C:18]([C:26]([F:27])([F:29])[F:28])[CH:19]=2)[N:5]=[C:4]([C:9]#[N:10])[C:3]=1[N+:11]([O-:13])=[O:12].